From a dataset of Reaction yield outcomes from USPTO patents with 853,638 reactions. Predict the reaction yield, written as a fraction of the theoretical maximum amount of product (1.0 means a 100% yield; for example, 0.34 means a 34% yield). (1) The reactants are C([O:4][C@@H:5]([C:7]1[N:12]=[C:11]([N:13]2[CH2:22][CH2:21][C:20]3[C:15](=[CH:16][C:17]([S:23](=[O:28])(=[O:27])[N:24]([CH3:26])[CH3:25])=[CH:18][CH:19]=3)[CH2:14]2)[CH:10]=[CH:9][N:8]=1)[CH3:6])(=O)C.O.[OH-].[Li+]. The catalyst is CO.O. The product is [CH3:26][N:24]([CH3:25])[S:23]([C:17]1[CH:16]=[C:15]2[C:20]([CH2:21][CH2:22][N:13]([C:11]3[CH:10]=[CH:9][N:8]=[C:7]([C@H:5]([OH:4])[CH3:6])[N:12]=3)[CH2:14]2)=[CH:19][CH:18]=1)(=[O:28])=[O:27]. The yield is 0.310. (2) The reactants are CO.CCN(CC)CC.[NH2:10][C:11]1[C:16]([N+:17]([O-])=O)=[CH:15][C:14]([C:20]2[CH:21]=[N:22][C:23]([C:26]([OH:29])([CH3:28])[CH3:27])=[N:24][CH:25]=2)=[C:13]([F:30])[C:12]=1[CH:31]1[CH2:35][CH2:34][CH2:33][O:32]1. The yield is 0.990. The product is [NH2:10][C:11]1[C:16]([NH2:17])=[CH:15][C:14]([C:20]2[CH:21]=[N:22][C:23]([C:26]([OH:29])([CH3:27])[CH3:28])=[N:24][CH:25]=2)=[C:13]([F:30])[C:12]=1[CH:31]1[CH2:35][CH2:34][CH2:33][O:32]1. The catalyst is [Pd].C1COCC1. (3) The reactants are C([N:8]1[CH2:13][CH2:12][CH:11]([N:14]2[CH2:19][CH2:18][O:17][CH2:16][C:15]2=[O:20])[CH2:10][CH2:9]1)C1C=CC=CC=1.ClC(CC(Cl)=O)C. The catalyst is C(Cl)CCl. The product is [NH:8]1[CH2:13][CH2:12][CH:11]([N:14]2[CH2:19][CH2:18][O:17][CH2:16][C:15]2=[O:20])[CH2:10][CH2:9]1. The yield is 0.530. (4) The reactants are C(NC(C)C)(C)C.C([Li])CCC.[CH:13]1([NH:18][C:19]2[N:24]=[C:23]([C:25]3[C:26]([C:44]4[CH:49]=[CH:48][C:47]([F:50])=[CH:46][CH:45]=4)=[N:27][N:28]4[CH:33]=[C:32]([C:34]([O:41][CH2:42][CH3:43])([O:38][CH2:39][CH3:40])[O:35][CH2:36][CH3:37])[CH:31]=[CH:30][C:29]=34)[CH:22]=[CH:21][N:20]=2)[CH2:17][CH2:16][CH2:15][CH2:14]1.C(Cl)(Cl)(Cl)[Cl:52]. The catalyst is O1CCCC1. The product is [Cl:52][C:33]1[N:28]2[N:27]=[C:26]([C:44]3[CH:45]=[CH:46][C:47]([F:50])=[CH:48][CH:49]=3)[C:25]([C:23]3[CH:22]=[CH:21][N:20]=[C:19]([NH:18][CH:13]4[CH2:17][CH2:16][CH2:15][CH2:14]4)[N:24]=3)=[C:29]2[CH:30]=[CH:31][C:32]=1[C:34]([O:41][CH2:42][CH3:43])([O:38][CH2:39][CH3:40])[O:35][CH2:36][CH3:37]. The yield is 0.460. (5) The reactants are [C:1]([O:5][C:6]([NH:8][C@H:9]([C:35]([O:37][C:38]([CH3:41])([CH3:40])[CH3:39])=[O:36])[CH2:10][C@H:11]([CH2:19][C:20]1[CH:25]=[CH:24][C:23]([O:26][CH2:27][CH2:28][OH:29])=[C:22]([O:30][C:31]([CH3:34])([CH3:33])[CH3:32])[CH:21]=1)[C:12]([O:14][C:15]([CH3:18])([CH3:17])[CH3:16])=[O:13])=[O:7])([CH3:4])([CH3:3])[CH3:2].C(N(CC)CC)C.[CH3:49][S:50](Cl)(=[O:52])=[O:51]. The catalyst is ClCCl. The product is [C:1]([O:5][C:6]([NH:8][C@H:9]([C:35]([O:37][C:38]([CH3:41])([CH3:40])[CH3:39])=[O:36])[CH2:10][C@H:11]([CH2:19][C:20]1[CH:25]=[CH:24][C:23]([O:26][CH2:27][CH2:28][O:29][S:50]([CH3:49])(=[O:52])=[O:51])=[C:22]([O:30][C:31]([CH3:34])([CH3:33])[CH3:32])[CH:21]=1)[C:12]([O:14][C:15]([CH3:16])([CH3:18])[CH3:17])=[O:13])=[O:7])([CH3:2])([CH3:3])[CH3:4]. The yield is 0.796. (6) The reactants are [CH:1]1([C:4]2[N:31]=[C:7]3[NH:8][C:9](=[O:30])[C:10]([CH2:15][C:16]4[CH:21]=[CH:20][C:19]([C:22]5[C:23]([C:28]#[N:29])=[CH:24][CH:25]=[CH:26][CH:27]=5)=[CH:18][CH:17]=4)=[C:11]([CH2:12][CH2:13][CH3:14])[N:6]3[N:5]=2)[CH2:3][CH2:2]1.Br[CH2:33][C:34]1[CH:39]=[CH:38][C:37]([F:40])=[CH:36][CH:35]=1.C(=O)([O-])[O-].[K+].[K+].CN(C)C=O. The catalyst is C(OCC)(=O)C. The product is [CH:1]1([C:4]2[N:31]=[C:7]3[N:8]([CH2:33][C:34]4[CH:39]=[CH:38][C:37]([F:40])=[CH:36][CH:35]=4)[C:9](=[O:30])[C:10]([CH2:15][C:16]4[CH:21]=[CH:20][C:19]([C:22]5[C:23]([C:28]#[N:29])=[CH:24][CH:25]=[CH:26][CH:27]=5)=[CH:18][CH:17]=4)=[C:11]([CH2:12][CH2:13][CH3:14])[N:6]3[N:5]=2)[CH2:2][CH2:3]1. The yield is 0.700.